Dataset: Catalyst prediction with 721,799 reactions and 888 catalyst types from USPTO. Task: Predict which catalyst facilitates the given reaction. (1) Reactant: [OH-].[Na+].[Cl:3][C:4]1[C:9]2[O:10][CH2:11][O:12][C:8]=2[CH:7]=[C:6]([C:13]([C@H:15]2[CH2:17][C@@H:16]2[C:18]([O:20]C)=[O:19])=[O:14])[CH:5]=1.Cl. Product: [Cl:3][C:4]1[C:9]2[O:10][CH2:11][O:12][C:8]=2[CH:7]=[C:6]([C:13]([C@H:15]2[CH2:17][C@@H:16]2[C:18]([OH:20])=[O:19])=[O:14])[CH:5]=1. The catalyst class is: 12. (2) Reactant: C(=O)([O-])[O-].[K+].[K+].[F:7][C:8]([F:25])([F:24])[C:9]1[CH:10]=[C:11]([CH:21]=[CH:22][CH:23]=1)[CH2:12][O:13][C:14]1[CH:15]=[C:16]([OH:20])[CH:17]=[CH:18][CH:19]=1.C1OCCOCCOCCOCCOCCOC1.[CH2:44]([O:46][C:47]([C:49]1[C:50]2[S:58][CH:57]=[C:56]([CH2:59]Br)[C:51]=2[C:52]([Cl:55])=[N:53][CH:54]=1)=[O:48])[CH3:45]. Product: [CH2:44]([O:46][C:47]([C:49]1[C:50]2[S:58][CH:57]=[C:56]([CH2:59][O:20][C:16]3[CH:17]=[CH:18][CH:19]=[C:14]([O:13][CH2:12][C:11]4[CH:21]=[CH:22][CH:23]=[C:9]([C:8]([F:24])([F:25])[F:7])[CH:10]=4)[CH:15]=3)[C:51]=2[C:52]([Cl:55])=[N:53][CH:54]=1)=[O:48])[CH3:45]. The catalyst class is: 9. (3) Reactant: [CH3:1][C:2]1[C:6]([CH:7](O)[CH2:8][CH3:9])=[CH:5][N:4]([C:11]2[CH:16]=[CH:15][C:14]([C:17]([F:20])([F:19])[F:18])=[CH:13][N:12]=2)[N:3]=1.[OH:21][C:22]1[CH:26]=[C:25]([CH2:27][C:28]([O:30]C)=[O:29])[N:24]([CH3:32])[N:23]=1.C(P(CCCC)CCCC)CCC.N(C(N1CCCCC1)=O)=NC(N1CCCCC1)=O. Product: [CH3:32][N:24]1[C:25]([CH2:27][C:28]([OH:30])=[O:29])=[CH:26][C:22]([O:21][CH2:9][CH2:8][CH2:7][C:6]2[C:2]([CH3:1])=[N:3][N:4]([C:11]3[CH:16]=[CH:15][C:14]([C:17]([F:20])([F:19])[F:18])=[CH:13][N:12]=3)[CH:5]=2)=[N:23]1. The catalyst class is: 7. (4) Reactant: [CH3:1][C:2]1[S:6][C:5]2[NH:7]C3C=CC=CC=3[N:14]=[C:15](N3CCN(C)CC3)[C:4]=2[CH:3]=1.C(=O)CC.[S].CN(C)C=O. Product: [NH2:7][C:5]1[S:6][C:2]([CH3:1])=[CH:3][C:4]=1[C:15]#[N:14]. The catalyst class is: 66. (5) Reactant: C[Al](C)C.[NH2:5][N:6]1[CH2:11][CH2:10][O:9][CH2:8][CH2:7]1.C([O:14][C:15]([C:17]1[C:21]([NH2:22])=[C:20]([C:23]2[CH:28]=[CH:27][C:26]([Cl:29])=[CH:25][CH:24]=2)[N:19]([C:30]2[CH:35]=[CH:34][CH:33]=[CH:32][C:31]=2[Cl:36])[N:18]=1)=O)C. Product: [N:6]1([NH:5][C:15]([C:17]2[C:21]([NH2:22])=[C:20]([C:23]3[CH:24]=[CH:25][C:26]([Cl:29])=[CH:27][CH:28]=3)[N:19]([C:30]3[CH:35]=[CH:34][CH:33]=[CH:32][C:31]=3[Cl:36])[N:18]=2)=[O:14])[CH2:11][CH2:10][O:9][CH2:8][CH2:7]1. The catalyst class is: 22.